Dataset: Full USPTO retrosynthesis dataset with 1.9M reactions from patents (1976-2016). Task: Predict the reactants needed to synthesize the given product. Given the product [C:26]([O:25][CH2:24][C:14]1[CH:15]=[CH:16][C:17]([O:19][CH2:20][CH2:21][O:22][CH3:23])=[CH:18][C:13]=1[O:12][C:3]1[C:2]([Cl:1])=[CH:7][C:6]([C:8]([F:9])([F:11])[F:10])=[CH:5][N:4]=1)(=[O:28])[CH3:27], predict the reactants needed to synthesize it. The reactants are: [Cl:1][C:2]1[C:3]([O:12][C:13]2[CH:18]=[C:17]([O:19][CH2:20][CH2:21][O:22][CH3:23])[CH:16]=[CH:15][C:14]=2[CH2:24][OH:25])=[N:4][CH:5]=[C:6]([C:8]([F:11])([F:10])[F:9])[CH:7]=1.[C:26](OC(=O)C)(=[O:28])[CH3:27].C(=O)([O-])O.[Na+].